From a dataset of Forward reaction prediction with 1.9M reactions from USPTO patents (1976-2016). Predict the product of the given reaction. (1) Given the reactants [Cl:1][C:2]1[CH:3]=[CH:4][C:5]([C:28]([F:31])([F:30])[F:29])=[C:6]([CH:27]=1)[CH2:7][N:8]1[CH2:13][CH2:12][NH:11][C:10]2[N:14]=[CH:15][C:16]([C:18]3[CH:19]=[C:20]([CH:24]=[CH:25][CH:26]=3)[C:21](O)=[O:22])=[CH:17][C:9]1=2.[C:32]1([CH:38]2[CH2:43][CH2:42][NH:41][CH2:40][CH2:39]2)[CH:37]=[CH:36][CH:35]=[CH:34][CH:33]=1, predict the reaction product. The product is: [Cl:1][C:2]1[CH:3]=[CH:4][C:5]([C:28]([F:29])([F:31])[F:30])=[C:6]([CH:27]=1)[CH2:7][N:8]1[CH2:13][CH2:12][NH:11][C:10]2[N:14]=[CH:15][C:16]([C:18]3[CH:19]=[C:20]([C:21]([N:41]4[CH2:40][CH2:39][CH:38]([C:32]5[CH:37]=[CH:36][CH:35]=[CH:34][CH:33]=5)[CH2:43][CH2:42]4)=[O:22])[CH:24]=[CH:25][CH:26]=3)=[CH:17][C:9]1=2. (2) Given the reactants [CH3:1]C(O)C=C.BrCC1C=CC(C(O)=O)=CC=1.[H-].[Na+].[CH2:19]([O:23][CH2:24][C:25]1[CH:33]=[CH:32][C:28]([C:29]([OH:31])=[O:30])=[CH:27][CH:26]=1)[CH2:20][CH:21]=C, predict the reaction product. The product is: [CH3:1][CH:24]([O:23][CH2:19][CH:20]=[CH2:21])[C:25]1[CH:26]=[CH:27][C:28]([C:29]([OH:31])=[O:30])=[CH:32][CH:33]=1. (3) Given the reactants [F:1][C:2]([F:13])([F:12])[O:3][C:4]1[CH:11]=[CH:10][C:7]([CH:8]=O)=[CH:6][CH:5]=1.[CH3:14][CH:15]1[CH2:20][NH:19][CH2:18][CH:17]([CH3:21])[NH:16]1.C(O[BH-](OC(=O)C)OC(=O)C)(=O)C.[Na+], predict the reaction product. The product is: [CH3:14][CH:15]1[NH:16][CH:17]([CH3:21])[CH2:18][N:19]([CH2:8][C:7]2[CH:10]=[CH:11][C:4]([O:3][C:2]([F:13])([F:12])[F:1])=[CH:5][CH:6]=2)[CH2:20]1. (4) Given the reactants Br[C:2]1[CH:11]=[C:10]2[C:5]([C:6]([NH:12][CH3:13])=[CH:7][CH:8]=[N:9]2)=[CH:4][CH:3]=1.[CH:14]1([N:17]2[CH2:22][C:21]3([CH2:27][CH2:26][N:25]([S:28]([C:31]4[CH:36]=[CH:35][C:34](B5OC(C)(C)C(C)(C)O5)=[CH:33][CH:32]=4)(=[O:30])=[O:29])[CH2:24][CH2:23]3)[O:20][CH2:19][C:18]2=[O:46])[CH2:16][CH2:15]1, predict the reaction product. The product is: [CH:14]1([N:17]2[CH2:22][C:21]3([CH2:27][CH2:26][N:25]([S:28]([C:31]4[CH:32]=[CH:33][C:34]([C:2]5[CH:11]=[C:10]6[C:5]([C:6]([NH:12][CH3:13])=[CH:7][CH:8]=[N:9]6)=[CH:4][CH:3]=5)=[CH:35][CH:36]=4)(=[O:29])=[O:30])[CH2:24][CH2:23]3)[O:20][CH2:19][C:18]2=[O:46])[CH2:15][CH2:16]1. (5) Given the reactants Cl[C:2]1[S:6][N:5]=[C:4]([S:7][CH3:8])[N:3]=1.[F:9][C:10]([F:18])([F:17])[CH:11]1[CH2:16][CH2:15][CH2:14][NH:13][CH2:12]1.C(N(CC)CC)C, predict the reaction product. The product is: [CH3:8][S:7][C:4]1[N:3]=[C:2]([N:13]2[CH2:14][CH2:15][CH2:16][CH:11]([C:10]([F:18])([F:17])[F:9])[CH2:12]2)[S:6][N:5]=1. (6) Given the reactants [OH:1][C:2]1[CH:3]=[C:4]([C:15]([O:17][CH3:18])=[O:16])[CH:5]=[C:6]([C:8]2[CH:13]=[CH:12][C:11]([CH3:14])=[CH:10][CH:9]=2)[CH:7]=1.[H-].[Na+].CS(C)=O.Cl[C:26]1[N:31]=[CH:30][CH:29]=[CH:28][N:27]=1, predict the reaction product. The product is: [CH3:14][C:11]1[CH:10]=[CH:9][C:8]([C:6]2[CH:7]=[C:2]([O:1][C:26]3[N:31]=[CH:30][CH:29]=[CH:28][N:27]=3)[CH:3]=[C:4]([C:15]([O:17][CH3:18])=[O:16])[CH:5]=2)=[CH:13][CH:12]=1. (7) Given the reactants [CH3:1][NH:2][C:3]([C@@H:5]1[C@@H:9]([O:10][Si](C(C)(C)C)(C)C)[C@@H:8]([O:18][Si](C(C)(C)C)(C)C)[C@H:7]([N:26]2[CH:34]=[N:33][C:32]3[C:27]2=[N:28][C:29]([Cl:44])=[N:30][C:31]=3[NH:35][CH2:36][C:37]2[CH:42]=[CH:41][CH:40]=[C:39]([I:43])[CH:38]=2)[S:6]1)=[O:4].[F-].C([N+](CCCC)(CCCC)CCCC)CCC, predict the reaction product. The product is: [CH3:1][NH:2][C:3]([C@@H:5]1[C@@H:9]([OH:10])[C@@H:8]([OH:18])[C@H:7]([N:26]2[CH:34]=[N:33][C:32]3[C:27]2=[N:28][C:29]([Cl:44])=[N:30][C:31]=3[NH:35][CH2:36][C:37]2[CH:42]=[CH:41][CH:40]=[C:39]([I:43])[CH:38]=2)[S:6]1)=[O:4]. (8) Given the reactants [CH3:1][C:2]1[CH:7]=[C:6]([CH3:8])[NH:5][C:4](=O)[C:3]=1[C:10]#[N:11].P(Cl)(Cl)([Cl:14])=O, predict the reaction product. The product is: [Cl:14][C:4]1[N:5]=[C:6]([CH3:8])[CH:7]=[C:2]([CH3:1])[C:3]=1[C:10]#[N:11]. (9) Given the reactants [C:1]([O:5][C:6](=[O:13])[NH:7][CH2:8][CH2:9][CH2:10][CH2:11][NH2:12])([CH3:4])([CH3:3])[CH3:2].[CH:14](=O)[CH3:15].C([O-])([O-])=O.[K+].[K+].[BH4-].[Na+], predict the reaction product. The product is: [C:1]([O:5][C:6](=[O:13])[NH:7][CH2:8][CH2:9][CH2:10][CH2:11][NH:12][CH2:14][CH3:15])([CH3:4])([CH3:2])[CH3:3].